This data is from Catalyst prediction with 721,799 reactions and 888 catalyst types from USPTO. The task is: Predict which catalyst facilitates the given reaction. (1) The catalyst class is: 3. Reactant: [C:1]([N:8]1[CH2:13][CH2:12][NH:11][CH2:10][CH2:9]1)([O:3][C:4]([CH3:7])([CH3:6])[CH3:5])=[O:2].C(=O)([O-])[O-].[K+].[K+].Br[CH2:21][C:22]([C:24]1[CH:29]=[CH:28][CH:27]=[CH:26][CH:25]=1)=[O:23]. Product: [O:23]=[C:22]([C:24]1[CH:29]=[CH:28][CH:27]=[CH:26][CH:25]=1)[CH2:21][N:11]1[CH2:10][CH2:9][N:8]([C:1]([O:3][C:4]([CH3:7])([CH3:6])[CH3:5])=[O:2])[CH2:13][CH2:12]1. (2) Reactant: CC(C)([O-])C.[K+].[NH:7]1[CH:11]=[N:10][C:9]([SH:12])=[N:8]1.Cl[CH2:14][C:15](=[O:21])[CH2:16][C:17]([O:19][CH3:20])=[O:18]. Product: [O:21]=[C:15]([CH2:14][S:12][C:9]1[N:10]=[CH:11][NH:7][N:8]=1)[CH2:16][C:17]([O:19][CH3:20])=[O:18]. The catalyst class is: 9. (3) Reactant: Br[C:2]1[CH:3]=[C:4]2[C:8](=[C:9]([Cl:11])[CH:10]=1)[NH:7][N:6]=[C:5]2[CH3:12].O1CCOCC1.[C:19](=O)([O-:21])[O-:20].[Na+].[Na+]. Product: [Cl:11][C:9]1[CH:10]=[C:2]([C:19]([OH:21])=[O:20])[CH:3]=[C:4]2[C:8]=1[NH:7][N:6]=[C:5]2[CH3:12]. The catalyst class is: 6. (4) Reactant: [OH:1][C@@:2]([C:20]1[CH:25]=[CH:24][CH:23]=[C:22]([OH:26])[CH:21]=1)([C:14]1[CH:19]=[CH:18][CH:17]=[CH:16][CH:15]=1)[C:3]([O:5][C@H]1C2CCN(CC2)C1)=[O:4].[OH-].[Na+]. Product: [OH:1][C@:2]([C:20]1[CH:25]=[CH:24][CH:23]=[C:22]([OH:26])[CH:21]=1)([C:14]1[CH:15]=[CH:16][CH:17]=[CH:18][CH:19]=1)[C:3]([OH:5])=[O:4]. The catalyst class is: 5. (5) Reactant: [CH2:1]([C:3](=[CH:8][S:9][C:10]1[CH:15]=[CH:14][CH:13]=[CH:12][CH:11]=1)[C:4]([O:6]C)=[O:5])[CH3:2].C(O)C.[OH-].[Na+].O. Product: [CH2:1]([C:3](=[CH:8][S:9][C:10]1[CH:11]=[CH:12][CH:13]=[CH:14][CH:15]=1)[C:4]([OH:6])=[O:5])[CH3:2]. The catalyst class is: 310. (6) Reactant: [C:1]([C:5]1[CH:10]=[CH:9][C:8]([C:11]2[NH:25][C:14]3=[N:15][CH:16]=[CH:17][C:18]([N:19]4[CH2:24][CH2:23][NH:22][CH2:21][CH2:20]4)=[C:13]3[N:12]=2)=[CH:7][CH:6]=1)([CH3:4])([CH3:3])[CH3:2].[CH2:26]([C:28]1[NH:29][C:30]([CH3:35])=[C:31]([CH:33]=O)[N:32]=1)[CH3:27].C(O[BH-](OC(=O)C)OC(=O)C)(=O)C.[Na+]. Product: [C:1]([C:5]1[CH:10]=[CH:9][C:8]([C:11]2[NH:25][C:14]3=[N:15][CH:16]=[CH:17][C:18]([N:19]4[CH2:20][CH2:21][N:22]([CH2:35][C:30]5[N:29]=[C:28]([CH2:26][CH3:27])[NH:32][C:31]=5[CH3:33])[CH2:23][CH2:24]4)=[C:13]3[N:12]=2)=[CH:7][CH:6]=1)([CH3:4])([CH3:2])[CH3:3]. The catalyst class is: 37. (7) Reactant: [H-].[Na+].[Cl:3][C:4]1[CH:5]=[C:6]2[C:10](=[CH:11][C:12]=1[Cl:13])[C:9](=[O:14])[N:8]([CH2:15][CH:16]([CH3:18])[CH3:17])[CH:7]2O.[OH2:20].[CH2:21]([O:23][CH2:24][CH3:25])[CH3:22]. Product: [Cl:13][C:12]1[CH:11]=[C:10]2[C:6](=[CH:5][C:4]=1[Cl:3])[CH:7]([CH2:22][C:21]([O:23][CH2:24][CH3:25])=[O:20])[N:8]([CH2:15][CH:16]([CH3:18])[CH3:17])[C:9]2=[O:14]. The catalyst class is: 57.